From a dataset of Reaction yield outcomes from USPTO patents with 853,638 reactions. Predict the reaction yield, written as a fraction of the theoretical maximum amount of product (1.0 means a 100% yield; for example, 0.34 means a 34% yield). (1) The reactants are Br[C:2]1[CH:34]=[CH:33][C:5]([CH2:6][C@@:7]([C:31]#[N:32])([C@H:12]([C:23]2[CH:28]=[CH:27][CH:26]=[CH:25][C:24]=2[O:29][CH3:30])[C:13]2[C:22]3[C:17](=[CH:18][CH:19]=[CH:20][CH:21]=3)[CH:16]=[CH:15][CH:14]=2)[C:8]([O:10][CH3:11])=[O:9])=[CH:4][CH:3]=1.[F:35][C:36]([F:47])([F:46])[C:37]1[CH:38]=[C:39](B(O)O)[CH:40]=[CH:41][CH:42]=1.[O-]P([O-])([O-])=O.[K+].[K+].[K+].O1CCOCC1. The catalyst is C1C=CC([P]([Pd]([P](C2C=CC=CC=2)(C2C=CC=CC=2)C2C=CC=CC=2)([P](C2C=CC=CC=2)(C2C=CC=CC=2)C2C=CC=CC=2)[P](C2C=CC=CC=2)(C2C=CC=CC=2)C2C=CC=CC=2)(C2C=CC=CC=2)C2C=CC=CC=2)=CC=1.O. The product is [C:31]([C@:7]([CH2:6][C:5]1[CH:4]=[CH:3][C:2]([C:39]2[CH:40]=[CH:41][CH:42]=[C:37]([C:36]([F:47])([F:46])[F:35])[CH:38]=2)=[CH:34][CH:33]=1)([C@H:12]([C:23]1[CH:28]=[CH:27][CH:26]=[CH:25][C:24]=1[O:29][CH3:30])[C:13]1[C:22]2[C:17](=[CH:18][CH:19]=[CH:20][CH:21]=2)[CH:16]=[CH:15][CH:14]=1)[C:8]([O:10][CH3:11])=[O:9])#[N:32]. The yield is 0.670. (2) The reactants are [F:1][C:2]([F:12])([C:5]([F:11])([F:10])[C:6]([F:9])([F:8])[F:7])[CH2:3][OH:4].N1C=CC=CC=1.[Cl-].[C:20]([O:27][CH2:28][CH:29]([CH2:34][CH3:35])[CH2:30][CH2:31][CH2:32][CH3:33])(=[O:26])/[CH:21]=[CH:22]\[C:23]([O-])=[O:24].C(OCC)(=O)C. The catalyst is C(#N)C. The product is [C:20]([O:27][CH2:28][CH:29]([CH2:34][CH3:35])[CH2:30][CH2:31][CH2:32][CH3:33])(=[O:26])/[CH:21]=[CH:22]\[C:23]([O:4][CH2:3][C:2]([F:12])([F:1])[C:5]([F:10])([F:11])[C:6]([F:7])([F:8])[F:9])=[O:24]. The yield is 0.590.